Dataset: Full USPTO retrosynthesis dataset with 1.9M reactions from patents (1976-2016). Task: Predict the reactants needed to synthesize the given product. (1) Given the product [N:1]1([C:7](=[O:24])[C@@H:8]([NH2:16])[CH2:9][C:10]2[CH:11]=[CH:12][N:13]=[CH:14][CH:15]=2)[CH2:6][CH2:5][O:4][CH2:3][CH2:2]1, predict the reactants needed to synthesize it. The reactants are: [N:1]1([C:7](=[O:24])[C@@H:8]([NH:16]C(=O)OC(C)(C)C)[CH2:9][C:10]2[CH:15]=[CH:14][N:13]=[CH:12][CH:11]=2)[CH2:6][CH2:5][O:4][CH2:3][CH2:2]1.Cl.CO. (2) Given the product [F:35][C:27]1[CH:26]=[C:25]([CH:30]=[CH:29][C:28]=1[C:31]([F:34])([F:32])[F:33])[CH2:24][N:20]1[CH2:21][C@@H:22]([CH3:23])[N:17]([S:14]([C:11]2[CH:10]=[CH:9][CH:8]=[C:7]3[C:12]=2[CH2:13][CH:5]([C:3]([OH:4])=[O:2])[CH2:6]3)(=[O:15])=[O:16])[C@@H:18]([CH3:36])[CH2:19]1, predict the reactants needed to synthesize it. The reactants are: C[O:2][C:3]([CH:5]1[CH2:13][C:12]2[C:7](=[CH:8][CH:9]=[CH:10][C:11]=2[S:14]([N:17]2[C@H:22]([CH3:23])[CH2:21][N:20]([CH2:24][C:25]3[CH:30]=[CH:29][C:28]([C:31]([F:34])([F:33])[F:32])=[C:27]([F:35])[CH:26]=3)[CH2:19][C@@H:18]2[CH3:36])(=[O:16])=[O:15])[CH2:6]1)=[O:4].[Li+].[OH-].